Dataset: Forward reaction prediction with 1.9M reactions from USPTO patents (1976-2016). Task: Predict the product of the given reaction. (1) The product is: [C:4]([O:3][C:1](=[O:2])[NH:8][CH:9]1[CH2:29][CH2:27][N:26]([C:16]2[CH:21]=[CH:20][N:19]=[C:18]([CH3:22])[N:17]=2)[CH2:30][CH2:31]1)([CH3:7])([CH3:6])[CH3:5]. Given the reactants [C:1]([N:8]1CCC(N)C[CH2:9]1)([O:3][C:4]([CH3:7])([CH3:6])[CH3:5])=[O:2].Cl[C:16]1[CH:21]=[CH:20][N:19]=[C:18]([CH3:22])[N:17]=1.C([N:26]([CH2:30][CH3:31])[CH:27]([CH3:29])C)(C)C, predict the reaction product. (2) Given the reactants [OH-].[Na+].C(O)C.[F:6][C:7]([F:21])([F:20])[CH2:8][O:9][C:10]1[N:11]=[CH:12][C:13]([C:16]([O:18]C)=[O:17])=[N:14][CH:15]=1.O, predict the reaction product. The product is: [F:21][C:7]([F:6])([F:20])[CH2:8][O:9][C:10]1[N:11]=[CH:12][C:13]([C:16]([OH:18])=[O:17])=[N:14][CH:15]=1. (3) Given the reactants [CH2:1]([O:3][C:4]([CH:6]1[CH2:11][CH2:10][C:9]([C:12]2[C:13]([OH:19])=[N:14][C:15]([CH3:18])=[N:16][CH:17]=2)=[CH:8][CH2:7]1)=[O:5])[CH3:2], predict the reaction product. The product is: [OH:19][C:13]1[C:12]([CH:9]2[CH2:8][CH2:7][CH:6]([C:4]([O:3][CH2:1][CH3:2])=[O:5])[CH2:11][CH2:10]2)=[CH:17][N:16]=[C:15]([CH3:18])[N:14]=1. (4) Given the reactants Cl.[F:2][C:3]1[CH:10]=[C:9]([C:11]2[CH:16]=[CH:15][N:14]=[C:13]3[NH:17][C:18]([C:20]4[CH:21]=[N:22][N:23]([CH3:25])[CH:24]=4)=[N:19][C:12]=23)[CH:8]=[CH:7][C:4]=1[CH2:5][NH2:6].CCN(C(C)C)C(C)C.[C:35]([C:39]1[CH:40]=[C:41]([CH:44]=[CH:45][CH:46]=1)[CH:42]=O)([CH3:38])([CH3:37])[CH3:36].C(O[BH-](OC(=O)C)OC(=O)C)(=O)C.[Na+], predict the reaction product. The product is: [C:35]([C:39]1[CH:40]=[C:41]([CH:44]=[CH:45][CH:46]=1)[CH2:42][NH:6][CH2:5][C:4]1[CH:7]=[CH:8][C:9]([C:11]2[CH:16]=[CH:15][N:14]=[C:13]3[NH:17][C:18]([C:20]4[CH:21]=[N:22][N:23]([CH3:25])[CH:24]=4)=[N:19][C:12]=23)=[CH:10][C:3]=1[F:2])([CH3:38])([CH3:36])[CH3:37]. (5) The product is: [C:1]([O:5][C:6](=[O:22])[NH:7][C:8]1[CH:13]=[C:12]([O:14][CH2:15][CH3:16])[C:11]([C:17]([F:20])([F:19])[F:18])=[CH:10][C:9]=1[NH:21][C:28](=[O:27])[CH2:29][C:30]([C:32]1[CH:37]=[CH:36][CH:35]=[C:34]([C:38]2[C:39]([CH:44]3[CH2:45][CH2:46]3)=[N:40][CH:41]=[CH:42][CH:43]=2)[CH:33]=1)=[O:31])([CH3:2])([CH3:3])[CH3:4]. Given the reactants [C:1]([O:5][C:6](=[O:22])[NH:7][C:8]1[CH:13]=[C:12]([O:14][CH2:15][CH3:16])[C:11]([C:17]([F:20])([F:19])[F:18])=[CH:10][C:9]=1[NH2:21])([CH3:4])([CH3:3])[CH3:2].C([O:27][C:28](=O)[CH2:29][C:30]([C:32]1[CH:37]=[CH:36][CH:35]=[C:34]([C:38]2[C:39]([CH:44]3[CH2:46][CH2:45]3)=[N:40][CH:41]=[CH:42][CH:43]=2)[CH:33]=1)=[O:31])(C)(C)C, predict the reaction product. (6) Given the reactants [N:1]1([C:7]2[CH:28]=[CH:27][C:10]([NH:11][C:12]3[N:17]=[C:16]([C:18]4[N:22]([CH:23]([CH3:25])[CH3:24])[C:21]([CH3:26])=[N:20][CH:19]=4)[CH:15]=[CH:14][N:13]=3)=[CH:9][CH:8]=2)[CH2:6][CH2:5][NH:4][CH2:3][CH2:2]1.C(N(CC)CC)C.Cl[CH2:37][CH2:38][S:39](Cl)(=[O:41])=[O:40].CO.C(Cl)Cl, predict the reaction product. The product is: [CH:38]([S:39]([N:4]1[CH2:5][CH2:6][N:1]([C:7]2[CH:28]=[CH:27][C:10]([NH:11][C:12]3[N:17]=[C:16]([C:18]4[N:22]([CH:23]([CH3:25])[CH3:24])[C:21]([CH3:26])=[N:20][CH:19]=4)[CH:15]=[CH:14][N:13]=3)=[CH:9][CH:8]=2)[CH2:2][CH2:3]1)(=[O:41])=[O:40])=[CH2:37].